Dataset: Forward reaction prediction with 1.9M reactions from USPTO patents (1976-2016). Task: Predict the product of the given reaction. (1) Given the reactants [CH2:1]([C:4]1[N:5]([C:18]([O:20][C:21]([CH3:24])([CH3:23])[CH3:22])=[O:19])[C:6]2[C:11]([C:12]=1[CH2:13][C:14]([O:16]C)=[O:15])=[CH:10][CH:9]=[CH:8][CH:7]=2)[CH:2]=[CH2:3].[Li+].[OH-], predict the reaction product. The product is: [CH2:1]([C:4]1[N:5]([C:18]([O:20][C:21]([CH3:24])([CH3:23])[CH3:22])=[O:19])[C:6]2[C:11]([C:12]=1[CH2:13][C:14]([OH:16])=[O:15])=[CH:10][CH:9]=[CH:8][CH:7]=2)[CH:2]=[CH2:3]. (2) The product is: [Br:59][C:60]1[C:61]([F:77])=[CH:62][CH:63]=[C:64]2[C:69]=1[N:68]=[C:67]([NH:70][C:71]1([CH3:75])[CH2:74][CH2:73][CH2:72]1)[C:66]([CH3:76])=[N:65]2.[F:77][C:61]1[C:60]([C:48]2[NH:56][C:55]3[CH2:54][CH2:53][NH:52][C:51](=[O:57])[C:50]=3[CH:49]=2)=[C:69]2[C:64](=[CH:63][CH:62]=1)[N:65]=[C:66]([CH3:76])[C:67]([NH:70][C:71]1([CH3:75])[CH2:72][CH2:73][CH2:74]1)=[N:68]2. Given the reactants BrC1C(F)=CC=C2C=1N=C(NC(C)(C)C)C(C)=N2.BrC1C(F)=CC=C2C=1NC(=O)C(C)=N2.Cl.CC1(N)CCC1.CC1(C)C(C)(C)OB([C:48]2[NH:56][C:55]3[CH2:54][CH2:53][NH:52][C:51](=[O:57])[C:50]=3[CH:49]=2)O1.[Br:59][C:60]1[C:61]([F:77])=[CH:62][CH:63]=[C:64]2[C:69]=1[N:68]=[C:67]([NH:70][C:71]1([CH3:75])[CH2:74][CH2:73][CH2:72]1)[C:66]([CH3:76])=[N:65]2, predict the reaction product. (3) Given the reactants [F:1][C:2]([F:48])([F:47])[C:3]1[CH:4]=[C:5]([C@H:13]2[O:17][C:16](=[O:18])[N:15]([CH2:19][C:20]3[C:25]([C:26]4[CH:27]=[C:28]([C:34]5[CH:39]=[CH:38][C:37]([C:40]([O:42][CH3:43])=[O:41])=[CH:36][C:35]=5[CH3:44])[CH:29]=[CH:30][C:31]=4[O:32][CH3:33])=[CH:24][CH:23]=[C:22](Cl)[N:21]=3)[C@H:14]2[CH3:46])[CH:6]=[C:7]([C:9]([F:12])([F:11])[F:10])[CH:8]=1.[C:49](B(O)O)([CH3:51])=[CH2:50].C(=O)([O-])[O-].[K+].[K+].C1COCC1, predict the reaction product. The product is: [F:1][C:2]([F:48])([F:47])[C:3]1[CH:4]=[C:5]([C@H:13]2[O:17][C:16](=[O:18])[N:15]([CH2:19][C:20]3[C:25]([C:26]4[CH:27]=[C:28]([C:34]5[CH:39]=[CH:38][C:37]([C:40]([O:42][CH3:43])=[O:41])=[CH:36][C:35]=5[CH3:44])[CH:29]=[CH:30][C:31]=4[O:32][CH3:33])=[CH:24][CH:23]=[C:22]([C:49]([CH3:51])=[CH2:50])[N:21]=3)[C@H:14]2[CH3:46])[CH:6]=[C:7]([C:9]([F:12])([F:11])[F:10])[CH:8]=1. (4) The product is: [Cl:23][C:16]1[C:17]([C:19]([F:20])([F:22])[F:21])=[CH:18][C:13]([C:41]([O:44][C:4]([CH3:3])([CH3:5])[CH3:6])=[O:43])=[C:14]([NH:24][C:32]([O:34][C:35]([CH3:36])([CH3:37])[CH3:38])=[O:33])[CH:15]=1. Given the reactants [Li]C[CH2:3][CH2:4][CH3:5].[CH3:6]CCCCC.Br[C:13]1[CH:18]=[C:17]([C:19]([F:22])([F:21])[F:20])[C:16]([Cl:23])=[CH:15][C:14]=1[N:24]([C:32]([O:34][C:35]([CH3:38])([CH3:37])[CH3:36])=[O:33])C(=O)OC(C)(C)C.[Cl-].[NH4+].[C:41]([O:44]CC)(=[O:43])C, predict the reaction product. (5) Given the reactants [CH3:1][O:2][C:3](=[O:31])[C@@H:4]1[CH2:8][CH:7]([N:9]=[N+]=[N-])[CH2:6][N:5]1[C:12](=[O:30])[CH2:13][CH2:14][C:15]1[CH:20]=[CH:19][CH:18]=[C:17]([CH2:21][NH:22][C:23]([O:25][C:26]([CH3:29])([CH3:28])[CH3:27])=[O:24])[CH:16]=1, predict the reaction product. The product is: [NH2:9][CH:7]1[CH2:6][N:5]([C:12](=[O:30])[CH2:13][CH2:14][C:15]2[CH:20]=[CH:19][CH:18]=[C:17]([CH2:21][NH:22][C:23]([O:25][C:26]([CH3:29])([CH3:27])[CH3:28])=[O:24])[CH:16]=2)[CH:4]([C:3]([O:2][CH3:1])=[O:31])[CH2:8]1. (6) Given the reactants [NH2:1][C:2]([CH3:6])([CH3:5])[C:3]#[CH:4].C(N(CC)CC)C.Cl[Si:15]([CH3:23])([CH3:22])[CH2:16][CH2:17][Si:18](Cl)([CH3:20])[CH3:19], predict the reaction product. The product is: [CH3:5][C:2]([N:1]1[Si:18]([CH3:20])([CH3:19])[CH2:17][CH2:16][Si:15]1([CH3:23])[CH3:22])([CH3:6])[C:3]#[CH:4]. (7) Given the reactants [CH:1]1([C:4]2[CH:28]=[CH:27][CH:26]=[C:25]([N:29]3[C:33](=[O:34])[N:32]([CH3:35])[N:31]=[N:30]3)[C:5]=2[CH2:6][O:7][C:8]2[CH:13]=[CH:12][C:11]([C:14]3[C:15]([CH3:23])=[C:16]([C:20](Cl)=[O:21])[N:17]([CH3:19])[N:18]=3)=[CH:10][C:9]=2[CH3:24])[CH2:3][CH2:2]1.[NH3:36], predict the reaction product. The product is: [CH:1]1([C:4]2[C:5]([CH2:6][O:7][C:8]3[CH:13]=[CH:12][C:11]([C:14]4[C:15]([CH3:23])=[C:16]([C:20]([NH2:36])=[O:21])[N:17]([CH3:19])[N:18]=4)=[CH:10][C:9]=3[CH3:24])=[C:25]([N:29]3[C:33](=[O:34])[N:32]([CH3:35])[N:31]=[N:30]3)[CH:26]=[CH:27][CH:28]=2)[CH2:3][CH2:2]1. (8) Given the reactants [O:1]=[C:2]1[CH:7]2[CH2:8][CH2:9][C:4]([C:10]([O:12][CH3:13])=[O:11])([CH2:5][CH2:6]2)[NH:3]1.I[CH3:15].[H-].[Na+].[Cl-].[Na+], predict the reaction product. The product is: [CH3:15][N:3]1[C:2](=[O:1])[CH:7]2[CH2:8][CH2:9][C:4]1([C:10]([O:12][CH3:13])=[O:11])[CH2:5][CH2:6]2.